Predict the reactants needed to synthesize the given product. From a dataset of Full USPTO retrosynthesis dataset with 1.9M reactions from patents (1976-2016). (1) Given the product [CH:20]([C:23]1[CH:28]=[CH:27][CH:26]=[C:25]([CH:29]([CH3:30])[CH3:31])[C:24]=1[NH:32][C:33](=[O:34])[N:10]([C:7]1[CH:6]=[CH:5][C:4]([CH:1]([CH3:3])[CH3:2])=[CH:9][CH:8]=1)[CH2:11][C:12]1[CH:13]=[CH:14][C:15]([O:18][CH3:19])=[N:16][CH:17]=1)([CH3:21])[CH3:22], predict the reactants needed to synthesize it. The reactants are: [CH:1]([C:4]1[CH:9]=[CH:8][C:7]([NH:10][CH2:11][C:12]2[CH:13]=[CH:14][C:15]([O:18][CH3:19])=[N:16][CH:17]=2)=[CH:6][CH:5]=1)([CH3:3])[CH3:2].[CH:20]([C:23]1[CH:28]=[CH:27][CH:26]=[C:25]([CH:29]([CH3:31])[CH3:30])[C:24]=1[N:32]=[C:33]=[O:34])([CH3:22])[CH3:21]. (2) Given the product [N:3]1[CH:4]=[CH:5][CH:6]=[CH:7][C:2]=1[O:1][CH:9]1[CH2:14][CH2:13][N:12]([C:15]([O:17][C:18]([CH3:21])([CH3:20])[CH3:19])=[O:16])[CH2:11][CH2:10]1, predict the reactants needed to synthesize it. The reactants are: [OH:1][C:2]1[CH:7]=[CH:6][CH:5]=[CH:4][N:3]=1.O[CH:9]1[CH2:14][CH2:13][N:12]([C:15]([O:17][C:18]([CH3:21])([CH3:20])[CH3:19])=[O:16])[CH2:11][CH2:10]1.C1(P(C2C=CC=CC=2)C2C=CC=CC=2)C=CC=CC=1.N(C(OCC)=O)=NC(OCC)=O. (3) Given the product [CH3:1][S:2]([O:21][CH:18]1[CH2:19][CH2:20][N:15]([C:13](=[O:14])[N:12]([CH2:11][C:10]2[CH:9]=[C:8]([C:7]([F:6])([F:38])[F:39])[CH:33]=[C:32]([C:34]([F:35])([F:36])[F:37])[CH:31]=2)[CH3:30])[CH:16]([C:22]2[CH:27]=[CH:26][C:25]([F:28])=[CH:24][C:23]=2[CH3:29])[CH2:17]1)(=[O:4])=[O:3], predict the reactants needed to synthesize it. The reactants are: [CH3:1][S:2](Cl)(=[O:4])=[O:3].[F:6][C:7]([F:39])([F:38])[C:8]1[CH:9]=[C:10]([CH:31]=[C:32]([C:34]([F:37])([F:36])[F:35])[CH:33]=1)[CH2:11][N:12]([CH3:30])[C:13]([N:15]1[CH2:20][CH2:19][CH:18]([OH:21])[CH2:17][CH:16]1[C:22]1[CH:27]=[CH:26][C:25]([F:28])=[CH:24][C:23]=1[CH3:29])=[O:14]. (4) Given the product [CH3:1][O:2][C:3]1[CH:4]=[CH:5][C:6]([CH2:7][NH:8][C:9]([C:11]2[C:15]([NH:16][C:17]([NH2:19])=[O:18])=[CH:14][N:13]([C:29]3[CH:34]=[CH:33][C:32]([O:35][CH2:36][CH3:37])=[CH:31][CH:30]=3)[N:12]=2)=[O:10])=[CH:20][CH:21]=1, predict the reactants needed to synthesize it. The reactants are: [CH3:1][O:2][C:3]1[CH:21]=[CH:20][C:6]([CH2:7][NH:8][C:9]([C:11]2[C:15]([NH:16][C:17]([NH2:19])=[O:18])=[CH:14][NH:13][N:12]=2)=[O:10])=[CH:5][CH:4]=1.C(=O)([O-])[O-].[Cs+].[Cs+].I[C:29]1[CH:34]=[CH:33][C:32]([O:35][CH2:36][CH3:37])=[CH:31][CH:30]=1. (5) The reactants are: [F:1][C:2]1[CH:3]=[C:4]([NH2:20])[CH:5]=[C:6]2[C:11]=1[N:10]([CH2:12][CH2:13][CH:14]1[CH2:18][CH2:17][CH2:16][N:15]1[CH3:19])[CH2:9][CH2:8][CH2:7]2.I.[S:22]1[CH:26]=[CH:25][CH:24]=[C:23]1[C:27](SC)=[NH:28]. Given the product [F:1][C:2]1[CH:3]=[C:4]([NH:20][C:27]([C:23]2[S:22][CH:26]=[CH:25][CH:24]=2)=[NH:28])[CH:5]=[C:6]2[C:11]=1[N:10]([CH2:12][CH2:13][CH:14]1[CH2:18][CH2:17][CH2:16][N:15]1[CH3:19])[CH2:9][CH2:8][CH2:7]2, predict the reactants needed to synthesize it. (6) The reactants are: [CH3:1][C:2]1[CH:16]=[CH:15][CH:14]=[CH:13][C:3]=1[O:4][C:5]1[CH:6]=[C:7]([CH:10]=[CH:11][CH:12]=1)[C:8]#[N:9].C1COCC1.[H-].[Al+3].[Li+].[H-].[H-].[H-].[OH-].[Na+]. Given the product [CH3:1][C:2]1[CH:16]=[CH:15][CH:14]=[CH:13][C:3]=1[O:4][C:5]1[CH:6]=[C:7]([CH:10]=[CH:11][CH:12]=1)[CH2:8][NH2:9], predict the reactants needed to synthesize it. (7) Given the product [C:29]([O:28][C:27]([N:26]([CH3:34])[CH:23]1[CH2:22][CH2:21][CH:20]([O:19][C:10]2[C:9]3[C:8]4[C@@H:7]([CH2:6][O:5][CH2:4][CH2:3][C:2]([OH:47])=[O:1])[CH2:18][CH2:17][C:16]=4[S:15][C:14]=3[N:13]=[CH:12][N:11]=2)[CH2:25][CH2:24]1)=[O:33])([CH3:31])([CH3:30])[CH3:32], predict the reactants needed to synthesize it. The reactants are: [OH:1][CH2:2][CH2:3][CH2:4][O:5][CH2:6][C@H:7]1[CH2:18][CH2:17][C:16]2[S:15][C:14]3[N:13]=[CH:12][N:11]=[C:10]([O:19][CH:20]4[CH2:25][CH2:24][CH:23]([N:26]([CH3:34])[C:27](=[O:33])[O:28][C:29]([CH3:32])([CH3:31])[CH3:30])[CH2:22][CH2:21]4)[C:9]=3[C:8]1=2.C1C=C[NH+]=CC=1.C1C=C[NH+]=CC=1.[O-:47][Cr](O[Cr]([O-])(=O)=O)(=O)=O. (8) Given the product [F:14][C:15]1[CH:16]=[CH:17][C:18]([N:23]2[CH2:24][CH2:25][N:26]([C:11](=[O:13])[CH2:10][O:9][CH2:8][C:5]3[CH:4]=[CH:3][C:2]([F:1])=[CH:7][CH:6]=3)[CH2:27][CH2:28]2)=[C:19]([CH:22]=1)[C:20]#[N:21], predict the reactants needed to synthesize it. The reactants are: [F:1][C:2]1[CH:7]=[CH:6][C:5]([CH2:8][O:9][CH2:10][C:11]([OH:13])=O)=[CH:4][CH:3]=1.[F:14][C:15]1[CH:16]=[CH:17][C:18]([N:23]2[CH2:28][CH2:27][NH:26][CH2:25][CH2:24]2)=[C:19]([CH:22]=1)[C:20]#[N:21].C(N(C(C)C)CC)(C)C.CN(C(ON1N=NC2C=CC=NC1=2)=[N+](C)C)C.F[P-](F)(F)(F)(F)F.